From a dataset of Peptide-MHC class II binding affinity with 134,281 pairs from IEDB. Regression. Given a peptide amino acid sequence and an MHC pseudo amino acid sequence, predict their binding affinity value. This is MHC class II binding data. (1) The peptide sequence is AFASGFRAINPTMRQ. The MHC is HLA-DPA10103-DPB10401 with pseudo-sequence HLA-DPA10103-DPB10401. The binding affinity (normalized) is 0.301. (2) The peptide sequence is LKDLWDYMLNSTGGI. The MHC is DRB1_1302 with pseudo-sequence DRB1_1302. The binding affinity (normalized) is 0.700.